From a dataset of Reaction yield outcomes from USPTO patents with 853,638 reactions. Predict the reaction yield, written as a fraction of the theoretical maximum amount of product (1.0 means a 100% yield; for example, 0.34 means a 34% yield). (1) The reactants are C[O:2][C:3](=O)[CH2:4][CH2:5][CH2:6][C:7]1[CH:12]=[CH:11][C:10]([N:13]2[C:20](=[S:21])[N:19]([C:22]3[CH:27]=[CH:26][C:25]([C:28]#[N:29])=[C:24]([C:30]([F:33])([F:32])[F:31])[CH:23]=3)[C:18](=[O:34])[C:14]32[CH2:17][CH2:16][CH2:15]3)=[CH:9][CH:8]=1.CCCCCC. The catalyst is ClCCl.[H-].C([Al+]CC(C)C)C(C)C. The product is [O:34]=[C:18]1[C:14]2([CH2:17][CH2:16][CH2:15]2)[N:13]([C:10]2[CH:9]=[CH:8][C:7]([CH2:6][CH2:5][CH2:4][CH:3]=[O:2])=[CH:12][CH:11]=2)[C:20](=[S:21])[N:19]1[C:22]1[CH:27]=[CH:26][C:25]([C:28]#[N:29])=[C:24]([C:30]([F:33])([F:32])[F:31])[CH:23]=1. The yield is 0.400. (2) The reactants are [Cl:1][C:2]1[CH:3]=[C:4]2[C:9](=[C:10]([Cl:12])[CH:11]=1)[CH2:8][N:7]([CH3:13])[CH2:6][CH:5]2[C:14]1[CH:15]=[C:16]([S:20](Cl)(=[O:22])=[O:21])[CH:17]=[CH:18][CH:19]=1.[CH2:24]([NH2:27])[CH2:25][NH2:26]. The catalyst is C(Cl)Cl.C(Cl)Cl.CN(C=O)C. The product is [NH2:26][CH2:25][CH2:24][NH:27][S:20]([C:16]1[CH:17]=[CH:18][CH:19]=[C:14]([CH:5]2[C:4]3[C:9](=[C:10]([Cl:12])[CH:11]=[C:2]([Cl:1])[CH:3]=3)[CH2:8][N:7]([CH3:13])[CH2:6]2)[CH:15]=1)(=[O:22])=[O:21]. The yield is 0.760. (3) The reactants are CCN(C(C)C)C(C)C.[CH2:10]([O:17][N:18]1[C:24](=[O:25])[N:23]2[CH2:26][C@H:19]1[CH2:20][CH2:21][C@H:22]2[C:27]([NH:29][NH2:30])=[O:28])[C:11]1[CH:16]=[CH:15][CH:14]=[CH:13][CH:12]=1.[C:31]([O:35][C:36]([NH:38][CH2:39][CH2:40][C:41](O)=[O:42])=[O:37])([CH3:34])([CH3:33])[CH3:32].CN(C(ON1N=NC2C=CC=NC1=2)=[N+](C)C)C.F[P-](F)(F)(F)(F)F. The catalyst is CN(C=O)C. The product is [CH2:10]([O:17][N:18]1[C:24](=[O:25])[N:23]2[CH2:26][C@H:19]1[CH2:20][CH2:21][C@H:22]2[C:27]([NH:29][NH:30][C:41](=[O:42])[CH2:40][CH2:39][NH:38][C:36](=[O:37])[O:35][C:31]([CH3:32])([CH3:33])[CH3:34])=[O:28])[C:11]1[CH:16]=[CH:15][CH:14]=[CH:13][CH:12]=1. The yield is 0.870. (4) The reactants are [C:1]12([CH2:11][O:12][C:13]3[C:25](Br)=[CH:24][C:16]([C:17]([NH:19][S:20]([CH3:23])(=[O:22])=[O:21])=[O:18])=[C:15]([F:27])[CH:14]=3)[CH2:10][CH:5]3[CH2:6][CH:7]([CH2:9][CH:3]([CH2:4]3)[CH2:2]1)[CH2:8]2.C([Li])(C)(C)C.[CH:33](=[O:35])[CH3:34]. The catalyst is O1CCCC1. The product is [C:1]12([CH2:11][O:12][C:13]3[CH:25]=[CH:24][C:16]([C:17]([NH:19][S:20]([CH2:23][CH:33]([OH:35])[CH3:34])(=[O:22])=[O:21])=[O:18])=[C:15]([F:27])[CH:14]=3)[CH2:10][CH:5]3[CH2:6][CH:7]([CH2:9][CH:3]([CH2:4]3)[CH2:2]1)[CH2:8]2. The yield is 0.240. (5) The reactants are [Li+].[OH-].C([O:5][C:6]([C:8]12[CH2:25][CH:24]1[CH:23]=[CH:22][CH2:21][CH2:20][CH2:19][CH2:18][N:17]([CH3:26])[C:16](=[O:27])[CH:15]1[CH:11]([CH2:12][CH:13]([O:28][C:29]3[C:38]4[C:33](=[C:34]([CH3:41])[C:35]([O:39][CH3:40])=[CH:36][CH:37]=4)[N:32]=[C:31]([C:42]4[CH:47]=[CH:46][CH:45]=[C:44]([CH:48]([CH3:50])[CH3:49])[N:43]=4)[CH:30]=3)[CH2:14]1)[C:10](=[O:51])[NH:9]2)=[O:7])C.C(O)(=O)C. The catalyst is O.CO.C1COCC1. The product is [CH:48]([C:44]1[N:43]=[C:42]([C:31]2[CH:30]=[C:29]([O:28][CH:13]3[CH2:12][CH:11]4[CH:15]([C:16](=[O:27])[N:17]([CH3:26])[CH2:18][CH2:19][CH2:20][CH2:21][CH:22]=[CH:23][CH:24]5[C:8]([C:6]([OH:7])=[O:5])([NH:9][C:10]4=[O:51])[CH2:25]5)[CH2:14]3)[C:38]3[C:33](=[C:34]([CH3:41])[C:35]([O:39][CH3:40])=[CH:36][CH:37]=3)[N:32]=2)[CH:47]=[CH:46][CH:45]=1)([CH3:50])[CH3:49]. The yield is 0.950. (6) The reactants are [Cl-].O[NH3+:3].[C:4](=[O:7])([O-])[OH:5].[Na+].CS(C)=O.[CH2:13]([C:17]1[N:18]=[C:19]([CH3:47])[N:20]([CH2:39][CH2:40][N:41]2[CH2:46][CH2:45][O:44][CH2:43][CH2:42]2)[C:21](=[O:38])[C:22]=1[CH2:23][C:24]1[CH:29]=[CH:28][C:27]([C:30]2[C:31]([C:36]#[N:37])=[CH:32][CH:33]=[CH:34][CH:35]=2)=[CH:26][CH:25]=1)[CH2:14][CH2:15][CH3:16]. The catalyst is C(OCC)(=O)C. The product is [CH2:13]([C:17]1[N:18]=[C:19]([CH3:47])[N:20]([CH2:39][CH2:40][N:41]2[CH2:46][CH2:45][O:44][CH2:43][CH2:42]2)[C:21](=[O:38])[C:22]=1[CH2:23][C:24]1[CH:25]=[CH:26][C:27]([C:30]2[CH:35]=[CH:34][CH:33]=[CH:32][C:31]=2[C:36]2[NH:3][C:4](=[O:7])[O:5][N:37]=2)=[CH:28][CH:29]=1)[CH2:14][CH2:15][CH3:16]. The yield is 0.390. (7) The reactants are C[O:2][C:3]([C:5]1[CH:38]=[CH:37][C:8]2[N:9]([CH:31]3[CH2:36][CH2:35][CH2:34][CH2:33][CH2:32]3)[C:10]([C:12]3[CH:13]=[C:14]4[C:19](=[CH:20][CH:21]=3)[N:18]=[C:17]([C:22]3[CH:27]=[C:26]([O:28][CH3:29])[CH:25]=[CH:24][C:23]=3Br)[CH:16]=[CH:15]4)=[N:11][C:7]=2[CH:6]=1)=[O:4].[F:39][C:40]1[CH:45]=[CH:44][C:43](B(O)O)=[CH:42][C:41]=1[Cl:49].C(=O)(O)[O-].[Na+].[OH-].[K+]. The catalyst is C1(C)C=CC=CC=1.CO.O.C1C=CC([P]([Pd]([P](C2C=CC=CC=2)(C2C=CC=CC=2)C2C=CC=CC=2)([P](C2C=CC=CC=2)(C2C=CC=CC=2)C2C=CC=CC=2)[P](C2C=CC=CC=2)(C2C=CC=CC=2)C2C=CC=CC=2)(C2C=CC=CC=2)C2C=CC=CC=2)=CC=1. The product is [Cl:49][C:41]1[CH:42]=[C:43]([CH:44]=[CH:45][C:40]=1[F:39])[C:23]1[C:22]([C:17]2[CH:16]=[CH:15][C:14]3[C:19](=[CH:20][CH:21]=[C:12]([C:10]4[N:9]([CH:31]5[CH2:32][CH2:33][CH2:34][CH2:35][CH2:36]5)[C:8]5[CH:37]=[CH:38][C:5]([C:3]([OH:2])=[O:4])=[CH:6][C:7]=5[N:11]=4)[CH:13]=3)[N:18]=2)=[CH:27][C:26]([O:28][CH3:29])=[CH:25][CH:24]=1. The yield is 0.0700. (8) The reactants are [CH2:10]1[CH2:15][CH2:14][CH:13](N=C=N[CH:10]2[CH2:15][CH2:14][CH2:13][CH2:12][CH2:11]2)[CH2:12][CH2:11]1.[F:16][C:17]([F:21])([F:20])[CH2:18][OH:19].[CH3:22][CH2:23][OH:24]. The catalyst is [OH-].[K+].C(Cl)Cl.CN(C1C=CN=CC=1)C. The product is [C:23]([O:19][CH2:18][C:17]([F:21])([F:20])[F:16])(=[O:24])[CH2:22][CH2:12][CH2:11][CH2:10][CH2:15][CH2:14][CH2:11][CH2:12][CH2:13][CH2:14][CH:15]=[CH2:10]. The yield is 0.470. (9) The catalyst is C1C=CC([P]([Pd]([P](C2C=CC=CC=2)(C2C=CC=CC=2)C2C=CC=CC=2)([P](C2C=CC=CC=2)(C2C=CC=CC=2)C2C=CC=CC=2)[P](C2C=CC=CC=2)(C2C=CC=CC=2)C2C=CC=CC=2)(C2C=CC=CC=2)C2C=CC=CC=2)=CC=1.O.CCOC(C)=O. The product is [C:1]([O:5][C:6]([C:7]1[C:8]([C:17]2[CH:18]=[CH:19][C:20]([CH3:22])=[CH:21][C:16]=2[F:15])=[CH:9][CH:10]=[CH:11][CH:12]=1)=[O:14])([CH3:4])([CH3:3])[CH3:2]. The reactants are [C:1]([O:5][C:6](=[O:14])[C:7]1[CH:12]=[CH:11][CH:10]=[CH:9][C:8]=1Br)([CH3:4])([CH3:3])[CH3:2].[F:15][C:16]1[CH:21]=[C:20]([CH3:22])[CH:19]=[CH:18][C:17]=1B(O)O.C(O)(C)C.C(=O)([O-])[O-].[Na+].[Na+]. The yield is 0.960.